From a dataset of Catalyst prediction with 721,799 reactions and 888 catalyst types from USPTO. Predict which catalyst facilitates the given reaction. (1) Reactant: [O:1]=[C:2]1[N:6]([C:7]2[CH:8]=[CH:9][C:10]3[C:16](=[O:17])[CH2:15][CH2:14][CH2:13][CH2:12][C:11]=3[CH:18]=2)[CH2:5][C@H:4]([CH2:19][NH:20][C:21](=[O:23])[CH3:22])[O:3]1.[Li+].C[Si]([N-][Si](C)(C)C)(C)C.[CH3:34][C:35]1[N:36]=[N:37][S:38][C:39]=1[C:40](Cl)=[O:41]. Product: [CH3:34][C:35]1[N:36]=[N:37][S:38][C:39]=1[C:40]([CH:15]1[CH2:14][CH2:13][CH2:12][C:11]2[CH:18]=[C:7]([N:6]3[CH2:5][C@H:4]([CH2:19][NH:20][C:21](=[O:23])[CH3:22])[O:3][C:2]3=[O:1])[CH:8]=[CH:9][C:10]=2[C:16]1=[O:17])=[O:41]. The catalyst class is: 1. (2) Reactant: [C:1]1(=O)[CH2:5]C[CH2:3][CH2:2]1.[CH2:7]=O.[C:9]([OH:12])(=O)[CH3:10].[CH2:13]([NH2:20])[C:14]1[CH:19]=[CH:18][CH:17]=[CH:16][CH:15]=1.S(S([O-])=O)([O-])(=O)=O.[Na+].[Na+]. Product: [CH2:13]([N:20]1[CH2:3][CH:2]2[C:9](=[O:12])[CH:10]([CH2:5][CH2:1]2)[CH2:7]1)[C:14]1[CH:19]=[CH:18][CH:17]=[CH:16][CH:15]=1. The catalyst class is: 125. (3) The catalyst class is: 2. Product: [Si:1]([O:8][CH:9]1[CH2:12][NH:11][CH2:10]1)([C:4]([CH3:7])([CH3:6])[CH3:5])([CH3:3])[CH3:2]. Reactant: [Si:1]([O:8][CH:9]1[CH2:12][N:11](C(OC(C)(C)C)=O)[CH2:10]1)([C:4]([CH3:7])([CH3:6])[CH3:5])([CH3:3])[CH3:2].C(O)(C(F)(F)F)=O. (4) The catalyst class is: 35. Product: [CH2:1]([O:3][C:4]([C:6]1([C:27]([O:29][CH2:30][CH3:31])=[O:28])[CH2:10][CH2:9][C:8](=[O:11])[N:7]1[C:12]1[CH:13]=[N:14][C:15]([O:18][C:19]2[CH:24]=[CH:23][C:22]([CH2:25][N:32]3[CH:36]=[CH:35][CH:34]=[N:33]3)=[CH:21][CH:20]=2)=[CH:16][CH:17]=1)=[O:5])[CH3:2]. Reactant: [CH2:1]([O:3][C:4]([C:6]1([C:27]([O:29][CH2:30][CH3:31])=[O:28])[CH2:10][CH2:9][C:8](=[O:11])[N:7]1[C:12]1[CH:13]=[N:14][C:15]([O:18][C:19]2[CH:24]=[CH:23][C:22]([CH2:25]Br)=[CH:21][CH:20]=2)=[CH:16][CH:17]=1)=[O:5])[CH3:2].[NH:32]1[CH:36]=[CH:35][CH:34]=[N:33]1.C(=O)([O-])[O-].[K+].[K+]. (5) Reactant: [C:1]([OH:7])(=O)[CH2:2][CH2:3][CH2:4][CH3:5].C(Cl)CCl.[CH:12]1[CH:13]=[CH:14][C:15]2[N:20](O)N=[N:18][C:16]=2[CH:17]=1.NCC1C=CC=CN=1. Product: [N:18]1[CH:14]=[CH:13][CH:12]=[CH:17][C:16]=1[CH2:15][NH:20][C:1](=[O:7])[CH2:2][CH2:3][CH2:4][CH3:5]. The catalyst class is: 1. (6) Reactant: [C:1]([Si:5]([O:8][CH2:9][CH2:10][C:11]1[CH:16]=[CH:15][CH:14]=[CH:13][C:12]=1[O:17][CH3:18])([CH3:7])[CH3:6])([CH3:4])([CH3:3])[CH3:2].C([Li])CCC.CN(CCN(C)C)C.Cl.C1C[O:36][CH2:35]C1. Product: [Si:5]([O:8][CH2:9][CH2:10][C:11]1[C:12]([O:17][CH3:18])=[C:13]([CH:14]=[CH:15][CH:16]=1)[CH:35]=[O:36])([C:1]([CH3:3])([CH3:4])[CH3:2])([CH3:6])[CH3:7]. The catalyst class is: 3. (7) Reactant: [Cl:1][C:2]1[CH:28]=[C:27]([F:29])[C:26]([F:30])=[CH:25][C:3]=1[C:4]([NH:6][C:7](=[O:24])[NH:8][C:9]1[C:10]([N:15]2[CH2:20][CH2:19][CH:18]([C:21]([OH:23])=O)[CH2:17][CH2:16]2)=[N:11][CH:12]=[CH:13][CH:14]=1)=[O:5].C[N:32](C=O)C.[Cl-].[NH4+].CCN(C(C)C)C(C)C. Product: [Cl:1][C:2]1[CH:28]=[C:27]([F:29])[C:26]([F:30])=[CH:25][C:3]=1[C:4]([NH:6][C:7](=[O:24])[NH:8][C:9]1[C:10]([N:15]2[CH2:16][CH2:17][CH:18]([C:21]([NH2:32])=[O:23])[CH2:19][CH2:20]2)=[N:11][CH:12]=[CH:13][CH:14]=1)=[O:5]. The catalyst class is: 6.